This data is from Reaction yield outcomes from USPTO patents with 853,638 reactions. The task is: Predict the reaction yield, written as a fraction of the theoretical maximum amount of product (1.0 means a 100% yield; for example, 0.34 means a 34% yield). (1) The reactants are C(O[C:6]([N:8]1[CH2:13][CH2:12][C:11](=[C:14]([C:21]2[CH:26]=[CH:25][CH:24]=[CH:23][CH:22]=2)[C:15]2[O:16][C:17]([CH3:20])=[N:18][N:19]=2)[CH2:10][CH2:9]1)=[O:7])(C)(C)C.C(O)(C(F)(F)F)=O.Cl.[CH3:35][O:36][C:37]1[CH:45]=[N:44][C:43]([C:46]2[NH:47][C:48]([CH3:51])=[N:49][N:50]=2)=[C:42]2[C:38]=1[C:39]([C:52](=[O:56])C(O)=O)=[CH:40][NH:41]2.C(N(CC)CC)(C)C.C1N(P(Cl)(N2C(=O)OCC2)=O)C(=O)OC1. The catalyst is C(Cl)Cl. The product is [C:21]1([C:14](=[C:11]2[CH2:12][CH2:13][N:8]([C:6](=[O:7])[C:52]([C:39]3[C:38]4[C:42](=[C:43]([C:46]5[NH:47][C:48]([CH3:51])=[N:49][N:50]=5)[N:44]=[CH:45][C:37]=4[O:36][CH3:35])[NH:41][CH:40]=3)=[O:56])[CH2:9][CH2:10]2)[C:15]2[O:16][C:17]([CH3:20])=[N:18][N:19]=2)[CH:26]=[CH:25][CH:24]=[CH:23][CH:22]=1. The yield is 0.180. (2) The reactants are [CH2:1]([O:3][C:4]([C:6]1[NH:7][C:8]2[C:13]([C:14](=[O:18])[C:15]=1[O:16][CH3:17])=[CH:12][CH:11]=[CH:10][CH:9]=2)=[O:5])[CH3:2].[C:19](=O)([O-])[O-].[K+].[K+].IC.[CH3:27]C(C)=O. The catalyst is CN(C)C=O. The product is [CH2:1]([O:3][C:4]([C:6]1[C:15]([O:16][CH3:17])=[C:14]([O:18][CH3:19])[C:13]2[C:8](=[CH:9][CH:10]=[CH:11][CH:12]=2)[N:7]=1)=[O:5])[CH3:2].[CH2:1]([O:3][C:4]([C:6]1[N:7]([CH3:27])[C:8]2[C:13]([C:14](=[O:18])[C:15]=1[O:16][CH3:17])=[CH:12][CH:11]=[CH:10][CH:9]=2)=[O:5])[CH3:2]. The yield is 0.341. (3) The reactants are [NH:1]1[C:9]2[C:4](=[CH:5][CH:6]=[CH:7][CH:8]=2)[C:3]2([C:13]3=[CH:14][C:15]4[O:19][CH2:18][O:17][C:16]=4[CH:20]=[C:12]3[O:11][CH2:10]2)[C:2]1=[O:21].Cl[CH2:23][C:24]1[O:25][CH:26]=[C:27]([C:29]([O:31][CH3:32])=[O:30])[N:28]=1.C(=O)([O-])[O-].[Cs+].[Cs+]. The catalyst is O1CCCC1. The product is [O:21]=[C:2]1[C:3]2([C:13]3=[CH:14][C:15]4[O:19][CH2:18][O:17][C:16]=4[CH:20]=[C:12]3[O:11][CH2:10]2)[C:4]2[C:9](=[CH:8][CH:7]=[CH:6][CH:5]=2)[N:1]1[CH2:23][C:24]1[O:25][CH:26]=[C:27]([C:29]([O:31][CH3:32])=[O:30])[N:28]=1. The yield is 0.920. (4) The reactants are [F:1][C:2]([F:18])([F:17])[C:3](=O)[C:4]([C:9]1[CH:14]=[CH:13][C:12]([F:15])=[CH:11][CH:10]=1)=[CH:5][C:6](O)=[O:7].O.[NH2:20][NH2:21]. The catalyst is C(O)C.C(O)(=O)C.ClCCl. The product is [F:15][C:12]1[CH:13]=[CH:14][C:9]([C:4]2[C:3]([C:2]([F:18])([F:17])[F:1])=[N:21][NH:20][C:6](=[O:7])[CH:5]=2)=[CH:10][CH:11]=1. The yield is 0.700. (5) The reactants are O=[C:2]([CH3:10])[CH2:3][CH2:4][CH2:5][C:6]([O:8][CH3:9])=[O:7].[N:11]1([C:17]2[CH:26]=[CH:25][C:24]3[C:19](=[CH:20][CH:21]=[CH:22][CH:23]=3)[N:18]=2)[CH2:16][CH2:15][NH:14][CH2:13][CH2:12]1. The catalyst is C1(C)C=CC(S(O)(=O)=O)=CC=1.C1(C)C=CC=CC=1. The product is [N:18]1[C:19]2[C:24](=[CH:23][CH:22]=[CH:21][CH:20]=2)[CH:25]=[CH:26][C:17]=1[N:11]1[CH2:16][CH2:15][N:14]([CH:2]([CH3:10])[CH2:3][CH2:4][CH2:5][C:6]([O:8][CH3:9])=[O:7])[CH2:13][CH2:12]1. The yield is 0.450. (6) The reactants are Cl.[C:2]([NH2:5])(=[NH:4])[CH3:3].C[O-].[Na+].[C:9]([C:11]1[CH:16]=[CH:15][CH:14]=[CH:13][C:12]=1[C:17]1[CH:22]=[CH:21][C:20]([CH2:23][CH:24]([C:30](=O)[CH2:31][CH2:32][CH3:33])[C:25](OCC)=[O:26])=[CH:19][CH:18]=1)#[N:10].[Cl-].[NH4+]. The catalyst is CO.C(OCC)(=O)C. The product is [CH3:3][C:2]1[NH:4][C:25](=[O:26])[C:24]([CH2:23][C:20]2[CH:21]=[CH:22][C:17]([C:12]3[C:11]([C:9]#[N:10])=[CH:16][CH:15]=[CH:14][CH:13]=3)=[CH:18][CH:19]=2)=[C:30]([CH2:31][CH2:32][CH3:33])[N:5]=1. The yield is 0.820. (7) The reactants are [Cl:1][C:2]1[CH:7]=[C:6]([Cl:8])[CH:5]=[CH:4][C:3]=1[C:9]1[N:10]([C:20]2[CH:25]=[CH:24][C:23]([OH:26])=[CH:22][CH:21]=2)[C:11]([CH3:19])=[C:12]([C:14]([O:16][CH2:17][CH3:18])=[O:15])[N:13]=1.[F:27][C:28]([F:33])([F:32])[CH2:29][CH2:30]O.C1(P(C2C=CC=CC=2)C2C=CC=CC=2)C=CC=CC=1.CCOC(/N=N/C(OCC)=O)=O.N(C(OC(C)(C)C)=O)=NC(OC(C)(C)C)=O. The catalyst is C1COCC1.C1(C)C=CC=CC=1. The product is [Cl:1][C:2]1[CH:7]=[C:6]([Cl:8])[CH:5]=[CH:4][C:3]=1[C:9]1[N:10]([C:20]2[CH:21]=[CH:22][C:23]([O:26][CH2:30][CH2:29][C:28]([F:33])([F:32])[F:27])=[CH:24][CH:25]=2)[C:11]([CH3:19])=[C:12]([C:14]([O:16][CH2:17][CH3:18])=[O:15])[N:13]=1. The yield is 0.680. (8) The reactants are [CH:1]([NH:4][C:5]1[CH:10]=[CH:9][N:8]=[C:7]([C:11]2[C:19]3[C:14](=[CH:15][CH:16]=[C:17]([C:20]4[O:24][C:23]([NH:25]CC5C=CC(OC)=CC=5)=[N:22][N:21]=4)[CH:18]=3)[N:13]([S:35]([C:38]3[CH:44]=[CH:43][C:41]([CH3:42])=[CH:40][CH:39]=3)(=[O:37])=[O:36])[CH:12]=2)[N:6]=1)([CH3:3])[CH3:2]. The catalyst is C(O)(C(F)(F)F)=O. The product is [CH:1]([NH:4][C:5]1[CH:10]=[CH:9][N:8]=[C:7]([C:11]2[C:19]3[C:14](=[CH:15][CH:16]=[C:17]([C:20]4[O:24][C:23]([NH2:25])=[N:22][N:21]=4)[CH:18]=3)[N:13]([S:35]([C:38]3[CH:39]=[CH:40][C:41]([CH3:42])=[CH:43][CH:44]=3)(=[O:36])=[O:37])[CH:12]=2)[N:6]=1)([CH3:3])[CH3:2]. The yield is 0.850.